This data is from NCI-60 drug combinations with 297,098 pairs across 59 cell lines. The task is: Regression. Given two drug SMILES strings and cell line genomic features, predict the synergy score measuring deviation from expected non-interaction effect. (1) Drug 1: CC12CCC(CC1=CCC3C2CCC4(C3CC=C4C5=CN=CC=C5)C)O. Drug 2: C1=CN(C=N1)CC(O)(P(=O)(O)O)P(=O)(O)O. Cell line: COLO 205. Synergy scores: CSS=3.12, Synergy_ZIP=3.59, Synergy_Bliss=10.3, Synergy_Loewe=5.97, Synergy_HSA=5.93. (2) Synergy scores: CSS=10.5, Synergy_ZIP=-3.02, Synergy_Bliss=1.16, Synergy_Loewe=0.765, Synergy_HSA=1.95. Cell line: 786-0. Drug 1: CCCCCOC(=O)NC1=NC(=O)N(C=C1F)C2C(C(C(O2)C)O)O. Drug 2: COCCOC1=C(C=C2C(=C1)C(=NC=N2)NC3=CC=CC(=C3)C#C)OCCOC.Cl. (3) Drug 1: CC1=CC=C(C=C1)C2=CC(=NN2C3=CC=C(C=C3)S(=O)(=O)N)C(F)(F)F. Drug 2: CC=C1C(=O)NC(C(=O)OC2CC(=O)NC(C(=O)NC(CSSCCC=C2)C(=O)N1)C(C)C)C(C)C. Cell line: OVCAR-8. Synergy scores: CSS=15.8, Synergy_ZIP=1.66, Synergy_Bliss=2.71, Synergy_Loewe=-29.0, Synergy_HSA=-0.769. (4) Drug 1: CNC(=O)C1=CC=CC=C1SC2=CC3=C(C=C2)C(=NN3)C=CC4=CC=CC=N4. Drug 2: C(CCl)NC(=O)N(CCCl)N=O. Cell line: OVCAR-8. Synergy scores: CSS=-1.31, Synergy_ZIP=0.145, Synergy_Bliss=-1.64, Synergy_Loewe=-3.70, Synergy_HSA=-3.41.